Dataset: NCI-60 drug combinations with 297,098 pairs across 59 cell lines. Task: Regression. Given two drug SMILES strings and cell line genomic features, predict the synergy score measuring deviation from expected non-interaction effect. (1) Drug 1: C1=CC(=CC=C1CC(C(=O)O)N)N(CCCl)CCCl.Cl. Drug 2: C1=CN(C=N1)CC(O)(P(=O)(O)O)P(=O)(O)O. Cell line: SK-OV-3. Synergy scores: CSS=-2.04, Synergy_ZIP=-2.98, Synergy_Bliss=-7.60, Synergy_Loewe=-9.08, Synergy_HSA=-9.07. (2) Drug 1: CS(=O)(=O)C1=CC(=C(C=C1)C(=O)NC2=CC(=C(C=C2)Cl)C3=CC=CC=N3)Cl. Drug 2: CN1C(=O)N2C=NC(=C2N=N1)C(=O)N. Cell line: MDA-MB-435. Synergy scores: CSS=-14.3, Synergy_ZIP=8.03, Synergy_Bliss=1.65, Synergy_Loewe=-5.92, Synergy_HSA=-8.09. (3) Drug 1: CC1=C2C(C(=O)C3(C(CC4C(C3C(C(C2(C)C)(CC1OC(=O)C(C(C5=CC=CC=C5)NC(=O)OC(C)(C)C)O)O)OC(=O)C6=CC=CC=C6)(CO4)OC(=O)C)OC)C)OC. Drug 2: CCCCCOC(=O)NC1=NC(=O)N(C=C1F)C2C(C(C(O2)C)O)O. Cell line: DU-145. Synergy scores: CSS=69.7, Synergy_ZIP=17.2, Synergy_Bliss=16.4, Synergy_Loewe=-5.19, Synergy_HSA=16.5. (4) Drug 1: CCCS(=O)(=O)NC1=C(C(=C(C=C1)F)C(=O)C2=CNC3=C2C=C(C=N3)C4=CC=C(C=C4)Cl)F. Drug 2: COCCOC1=C(C=C2C(=C1)C(=NC=N2)NC3=CC=CC(=C3)C#C)OCCOC.Cl. Cell line: T-47D. Synergy scores: CSS=9.03, Synergy_ZIP=-1.71, Synergy_Bliss=3.09, Synergy_Loewe=2.10, Synergy_HSA=2.25. (5) Drug 1: C1=CC(=CC=C1CC(C(=O)O)N)N(CCCl)CCCl.Cl. Drug 2: CCC1(C2=C(COC1=O)C(=O)N3CC4=CC5=C(C=CC(=C5CN(C)C)O)N=C4C3=C2)O.Cl. Cell line: HT29. Synergy scores: CSS=25.8, Synergy_ZIP=-6.20, Synergy_Bliss=0.885, Synergy_Loewe=-10.7, Synergy_HSA=-1.39. (6) Drug 1: COC1=C(C=C2C(=C1)N=CN=C2NC3=CC(=C(C=C3)F)Cl)OCCCN4CCOCC4. Drug 2: CC1=C2C(C(=O)C3(C(CC4C(C3C(C(C2(C)C)(CC1OC(=O)C(C(C5=CC=CC=C5)NC(=O)C6=CC=CC=C6)O)O)OC(=O)C7=CC=CC=C7)(CO4)OC(=O)C)O)C)OC(=O)C. Cell line: HT29. Synergy scores: CSS=66.3, Synergy_ZIP=1.22, Synergy_Bliss=-1.42, Synergy_Loewe=-13.2, Synergy_HSA=2.01. (7) Drug 1: CC1=C(C=C(C=C1)C(=O)NC2=CC(=CC(=C2)C(F)(F)F)N3C=C(N=C3)C)NC4=NC=CC(=N4)C5=CN=CC=C5. Drug 2: N.N.Cl[Pt+2]Cl. Cell line: UO-31. Synergy scores: CSS=42.6, Synergy_ZIP=0.333, Synergy_Bliss=-0.420, Synergy_Loewe=-6.92, Synergy_HSA=-2.42. (8) Drug 1: CCCCCOC(=O)NC1=NC(=O)N(C=C1F)C2C(C(C(O2)C)O)O. Drug 2: CCC1(C2=C(COC1=O)C(=O)N3CC4=CC5=C(C=CC(=C5CN(C)C)O)N=C4C3=C2)O.Cl. Cell line: EKVX. Synergy scores: CSS=6.66, Synergy_ZIP=-1.87, Synergy_Bliss=-0.317, Synergy_Loewe=-2.93, Synergy_HSA=-1.56. (9) Drug 1: C1=CC=C(C=C1)NC(=O)CCCCCCC(=O)NO. Drug 2: CN(CCCl)CCCl.Cl. Cell line: MCF7. Synergy scores: CSS=27.9, Synergy_ZIP=-7.52, Synergy_Bliss=0.557, Synergy_Loewe=-27.5, Synergy_HSA=-0.502.